Dataset: Reaction yield outcomes from USPTO patents with 853,638 reactions. Task: Predict the reaction yield, written as a fraction of the theoretical maximum amount of product (1.0 means a 100% yield; for example, 0.34 means a 34% yield). (1) The reactants are [CH3:1][O:2][C:3]1[CH:4]=[C:5]2[C:9](=[CH:10][C:11]=1[O:12][CH3:13])[CH:8](C#N)[O:7][C:6]2=[O:16].C[Si]([N-][Si](C)(C)C)(C)C.[Li+].[O:27]1[CH2:31][CH:30]=[CH:29][C:28]1=[O:32].C(=O)([O-])[O:34][C:35]([O:37][C:38]([CH3:41])([CH3:40])[CH3:39])=O.[Cl-].[NH4+]. The catalyst is O1CCCC1. The product is [C:35](=[O:34])([O:7][C:8]1[C:30]2[CH2:31][O:27][C:28](=[O:32])[C:29]=2[C:6]([OH:16])=[C:5]2[C:9]=1[CH:10]=[C:11]([O:12][CH3:13])[C:3]([O:2][CH3:1])=[CH:4]2)[O:37][C:38]([CH3:41])([CH3:40])[CH3:39]. The yield is 0.720. (2) The reactants are P(Cl)(Cl)([Cl:3])=O.[NH:6]1[C:14]2[C:9](=[CH:10][CH:11]=[CH:12][CH:13]=2)[CH2:8][C:7]1=O.CN([CH:19]=[O:20])C. No catalyst specified. The product is [Cl:3][C:7]1[NH:6][C:14]2[C:9]([C:8]=1[CH:19]=[O:20])=[CH:10][CH:11]=[CH:12][CH:13]=2. The yield is 0.840. (3) The reactants are C[Mg+].[Br-].[NH:4]1[C:12]2[C:7](=[CH:8][CH:9]=[CH:10][CH:11]=2)[CH:6]=[CH:5]1.[Cl:13][C:14]1[N:19]=[C:18](Cl)[CH:17]=[CH:16][N:15]=1. The catalyst is ClCCCl. The product is [Cl:13][C:14]1[N:19]=[C:18]([C:6]2[C:7]3[C:12](=[CH:11][CH:10]=[CH:9][CH:8]=3)[NH:4][CH:5]=2)[CH:17]=[CH:16][N:15]=1. The yield is 0.460. (4) The reactants are [S:1]1[C:5]2[CH:6]=[CH:7][CH:8]=[CH:9][C:4]=2[CH:3]=[C:2]1B(O)O.I[C:14]1[CH:19]=[CH:18][CH:17]=[CH:16][CH:15]=1.C(=O)([O-])[O-].[Na+].[Na+]. The catalyst is C(O)C.C1(C)C=CC=CC=1.O.C1(P(C2C=CC=CC=2)C2C=CC=CC=2)C=CC=CC=1.C1(P(C2C=CC=CC=2)C2C=CC=CC=2)C=CC=CC=1.C1(P(C2C=CC=CC=2)C2C=CC=CC=2)C=CC=CC=1.C1(P(C2C=CC=CC=2)C2C=CC=CC=2)C=CC=CC=1.[Pd]. The product is [C:14]1([C:3]2[C:4]3[CH:9]=[CH:8][CH:7]=[CH:6][C:5]=3[S:1][CH:2]=2)[CH:19]=[CH:18][CH:17]=[CH:16][CH:15]=1. The yield is 1.00. (5) The reactants are [N:1]12[CH2:8][CH2:7][C:4]([C:9]([C:17]3[CH:22]=[CH:21][CH:20]=[CH:19][CH:18]=3)([C:11]3[CH:16]=[CH:15][CH:14]=[CH:13][CH:12]=3)[OH:10])([CH2:5][CH2:6]1)[CH2:3][CH2:2]2.[Br:23][CH2:24][CH2:25][CH2:26][O:27][C:28]1[CH:33]=[CH:32][C:31]([O:34][CH3:35])=[CH:30][CH:29]=1. The catalyst is CC#N. The product is [Br-:23].[OH:10][C:9]([C:17]1[CH:22]=[CH:21][CH:20]=[CH:19][CH:18]=1)([C:11]1[CH:12]=[CH:13][CH:14]=[CH:15][CH:16]=1)[C:4]12[CH2:5][CH2:6][N+:1]([CH2:24][CH2:25][CH2:26][O:27][C:28]3[CH:33]=[CH:32][C:31]([O:34][CH3:35])=[CH:30][CH:29]=3)([CH2:2][CH2:3]1)[CH2:8][CH2:7]2. The yield is 0.775.